From a dataset of Retrosynthesis with 50K atom-mapped reactions and 10 reaction types from USPTO. Predict the reactants needed to synthesize the given product. Given the product CNc1c(F)cc2c(=O)c(C(=O)O)cn(-c3nc(N)c(F)cc3F)c2c1F, predict the reactants needed to synthesize it. The reactants are: CN.Nc1nc(-n2cc(C(=O)O)c(=O)c3cc(F)c(F)c(F)c32)c(F)cc1F.